Dataset: Full USPTO retrosynthesis dataset with 1.9M reactions from patents (1976-2016). Task: Predict the reactants needed to synthesize the given product. (1) Given the product [CH2:5]([O:12][CH2:13][C@@H:14]1[C@@H:20]([C:21]2[CH:26]=[CH:25][C:24]([Cl:27])=[C:23]([Cl:28])[CH:22]=2)[CH2:19][C@H:18]2[N:29]([CH3:30])[C@@H:15]1[CH2:16][CH2:17]2)[CH3:6], predict the reactants needed to synthesize it. The reactants are: S([C:5]1C=CC(C)=C[CH:6]=1)(O)(=O)=O.[OH:12][CH2:13][C@@H:14]1[C@@H:20]([C:21]2[CH:26]=[CH:25][C:24]([Cl:27])=[C:23]([Cl:28])[CH:22]=2)[CH2:19][C@H:18]2[N:29]([CH3:30])[C@@H:15]1[CH2:16][CH2:17]2.[O-]CC.[Na+]. (2) The reactants are: [C:1]([O:5][C:6]([N:8]1[CH2:13][CH2:12][CH:11]([CH:14](O)[CH2:15][N:16]2[CH2:21][CH2:20][N:19]([C:22]3[CH:27]=[CH:26][C:25]([S:28]([CH3:31])(=[O:30])=[O:29])=[CH:24][CH:23]=3)[CH2:18][CH2:17]2)[CH2:10][CH2:9]1)=[O:7])([CH3:4])([CH3:3])[CH3:2].CCN(S(F)(F)[F:39])CC. Given the product [C:1]([O:5][C:6]([N:8]1[CH2:13][CH2:12][CH:11]([CH:14]([F:39])[CH2:15][N:16]2[CH2:21][CH2:20][N:19]([C:22]3[CH:27]=[CH:26][C:25]([S:28]([CH3:31])(=[O:30])=[O:29])=[CH:24][CH:23]=3)[CH2:18][CH2:17]2)[CH2:10][CH2:9]1)=[O:7])([CH3:4])([CH3:3])[CH3:2], predict the reactants needed to synthesize it. (3) The reactants are: C([C@@H]1C[O:7]C(C2C=CC=CC=2NC2C(NC3C=CC=CC=3C3OC[C@@H](C(C)C)N=3)=CC=CC=2)=N1)(C)C.[CH:37]1([C:40]2[CH:45]=[CH:44][N:43]=[C:42]([C:46]3[CH:47]=[N:48][C:49]([N:52]4[C:60]5[C:55](=[CH:56][CH:57]=[C:58]([C:61]([O:63][CH3:64])=[O:62])[CH:59]=5)[C:54]([S:65][CH3:66])=[CH:53]4)=[N:50][CH:51]=3)[CH:41]=2)[CH2:39][CH2:38]1.C(O)(=O)C.OO. Given the product [CH:37]1([C:40]2[CH:45]=[CH:44][N:43]=[C:42]([C:46]3[CH:51]=[N:50][C:49]([N:52]4[C:60]5[C:55](=[CH:56][CH:57]=[C:58]([C:61]([O:63][CH3:64])=[O:62])[CH:59]=5)[C:54]([S:65]([CH3:66])=[O:7])=[CH:53]4)=[N:48][CH:47]=3)[CH:41]=2)[CH2:38][CH2:39]1, predict the reactants needed to synthesize it. (4) Given the product [CH3:112][O:111][C:108]1[CH:109]=[CH:110][C:105]([C:66]([C:63]2[CH:62]=[CH:61][C:60]([O:59][CH3:58])=[CH:65][CH:64]=2)([C:99]2[CH:104]=[CH:103][CH:102]=[CH:101][CH:100]=2)[O:67][CH2:68][C@H:69]2[O:73][C@@H:72]([N:74]3[CH:79]=[C:78]([CH3:80])[C:77](=[O:81])[N:76]([CH2:82]/[CH:83]=[C:84](\[CH3:96])/[CH2:85][CH2:86][CH:87]=[C:88]([CH3:95])[CH3:89])[C:75]3=[O:97])[CH2:71][C@H:70]2[OH:98])=[CH:106][CH:107]=1, predict the reactants needed to synthesize it. The reactants are: C/C(/CCC=C(C)C)=C\CN1C(=O)C(C)=CN([C@H]2C[C@@H](O)[C@@H](CO)O2)C1=O.N1C=CC=CC=1.COC1C=CC(C(Cl)(C2C=CC(OC)=CC=2)C2C=CC=CC=2)=CC=1.[CH3:58][O:59][C:60]1[CH:65]=[CH:64][C:63]([C:66]([C:105]2[CH:110]=[CH:109][C:108]([O:111][CH3:112])=[CH:107][CH:106]=2)([C:99]2[CH:104]=[CH:103][CH:102]=[CH:101][CH:100]=2)[O:67][CH2:68][C@H:69]2[O:73][C@@H:72]([N:74]3[CH:79]=[C:78]([CH3:80])[C:77](=[O:81])[N:76]([CH2:82]/[CH:83]=[C:84](\[CH3:96])/[CH2:85][CH2:86]/[CH:87]=[C:88](\[CH3:95])/[CH2:89]CC=C(C)C)[C:75]3=[O:97])[CH2:71][C@H:70]2[OH:98])=[CH:62][CH:61]=1. (5) Given the product [C:11](=[O:19])([O:7][C:5]([CH3:8])([CH3:6])[C:4]([F:10])([F:9])[F:3])[O:12][C:13]1[CH:18]=[CH:17][CH:16]=[CH:15][N:14]=1, predict the reactants needed to synthesize it. The reactants are: [H-].[Na+].[F:3][C:4]([F:10])([F:9])[C:5]([CH3:8])([OH:7])[CH3:6].[C:11](=O)([O:19]C1C=CC=CN=1)[O:12][C:13]1[CH:18]=[CH:17][CH:16]=[CH:15][N:14]=1. (6) Given the product [Br:20][CH2:18][C:17]#[C:16][CH2:15][CH2:14][CH2:13][C:3]1[N:4]=[C:5]([C:7]2[CH:12]=[CH:11][CH:10]=[CH:9][CH:8]=2)[O:6][C:2]=1[CH3:1], predict the reactants needed to synthesize it. The reactants are: [CH3:1][C:2]1[O:6][C:5]([C:7]2[CH:12]=[CH:11][CH:10]=[CH:9][CH:8]=2)=[N:4][C:3]=1[CH2:13][CH2:14][CH2:15][C:16]#[C:17][CH2:18]O.[Br:20]CCCC1N=C(C2C=CC=CC=2)OC=1C. (7) Given the product [Cl-:20].[F:19][C:15]1[CH:14]=[C:13]([CH:18]=[CH:17][CH:16]=1)[CH2:12][O:11][C:9]([C:4]12[CH2:5][CH2:6][N+:1]([CH2:21][C:22](=[O:23])[C:24]3[S:25][CH:26]=[CH:27][CH:28]=3)([CH2:8][CH2:7]1)[CH2:2][CH2:3]2)=[O:10], predict the reactants needed to synthesize it. The reactants are: [N:1]12[CH2:8][CH2:7][C:4]([C:9]([O:11][CH2:12][C:13]3[CH:18]=[CH:17][CH:16]=[C:15]([F:19])[CH:14]=3)=[O:10])([CH2:5][CH2:6]1)[CH2:3][CH2:2]2.[Cl:20][CH2:21][C:22]([C:24]1[S:25][CH:26]=[CH:27][CH:28]=1)=[O:23]. (8) Given the product [Br:1][C:2]1[CH:3]=[CH:4][C:5]([F:10])=[C:6]([CH:9]=1)[CH:7]=[N:15][CH2:14][CH:13]([O:16][CH3:17])[O:12][CH3:11], predict the reactants needed to synthesize it. The reactants are: [Br:1][C:2]1[CH:3]=[CH:4][C:5]([F:10])=[C:6]([CH:9]=1)[CH:7]=O.[CH3:11][O:12][CH:13]([O:16][CH3:17])[CH2:14][NH2:15]. (9) Given the product [CH2:15]([O:14][C:12](=[O:13])[C:11]([NH:17][C:18](=[O:20])[CH3:19])([C:25]([CH:22]1[CH2:24][CH2:23]1)=[O:26])[C:10]([O:9][CH2:7][CH3:8])=[O:21])[CH3:16], predict the reactants needed to synthesize it. The reactants are: CC([O-])(C)C.[K+].[CH2:7]([O:9][C:10](=[O:21])[CH:11]([NH:17][C:18](=[O:20])[CH3:19])[C:12]([O:14][CH2:15][CH3:16])=[O:13])[CH3:8].[CH:22]1([C:25](Cl)=[O:26])[CH2:24][CH2:23]1.